Task: Predict the product of the given reaction.. Dataset: Forward reaction prediction with 1.9M reactions from USPTO patents (1976-2016) (1) The product is: [Cl:2][C:3]1[CH:16]=[CH:15][C:14]2[S:13][C:12]3[C:7](=[CH:8][CH:9]=[CH:10][CH:11]=3)[N:6]([CH2:17][CH2:18][CH2:19][NH:20][C:29](=[O:30])[O:31][CH3:32])[C:5]=2[CH:4]=1. Given the reactants Cl.[Cl:2][C:3]1[CH:16]=[CH:15][C:14]2[S:13][C:12]3[C:7](=[CH:8][CH:9]=[CH:10][CH:11]=3)[N:6]([CH2:17][CH2:18][CH2:19][NH2:20])[C:5]=2[CH:4]=1.C(N(CC)CC)C.Cl[C:29]([O:31][CH3:32])=[O:30].[Na+].[Cl-], predict the reaction product. (2) Given the reactants BrC1C=C(OC)C(N2CCN(C)CC2)=NC=1.Cl[C:18]1[CH:23]=[C:22]([O:24][CH3:25])[CH:21]=[CH:20][N:19]=1.Cl.[CH3:27][N:28]1[CH2:33][CH2:32][N:31]([CH:34]2[CH2:39][CH2:38][NH:37][CH2:36][CH2:35]2)[CH2:30][CH2:29]1, predict the reaction product. The product is: [O:24]([C:22]1[CH:21]=[CH:20][N:19]=[C:18]([N:37]2[CH2:36][CH2:35][CH:34]([N:31]3[CH2:30][CH2:29][N:28]([CH3:27])[CH2:33][CH2:32]3)[CH2:39][CH2:38]2)[CH:23]=1)[CH3:25]. (3) Given the reactants [NH2:1][CH:2]1[CH2:7][CH2:6][N:5]([C:8]([O:10][C:11]([CH3:14])([CH3:13])[CH3:12])=[O:9])[CH2:4][CH2:3]1.CCN(CC)CC.Cl[C:23]([O:25][CH3:26])=[O:24].OS([O-])(=O)=O.[K+], predict the reaction product. The product is: [C:11]([O:10][C:8]([N:5]1[CH2:4][CH2:3][CH:2]([NH:1][C:23]([O:25][CH3:26])=[O:24])[CH2:7][CH2:6]1)=[O:9])([CH3:14])([CH3:13])[CH3:12]. (4) Given the reactants [Cl:1][C:2]1[S:6][N:5]=[C:4]([Cl:7])[C:3]=1[C:8]([OH:10])=[O:9].S(=O)(=O)(O)O.[CH3:16]O, predict the reaction product. The product is: [Cl:7][C:4]1[C:3]([C:8]([O:10][CH3:16])=[O:9])=[C:2]([Cl:1])[S:6][N:5]=1. (5) Given the reactants [Br:1][C:2]1[C:3]([N:9]2[CH2:14][CH2:13][O:12][CH2:11][C@@H:10]2[C:15]([OH:17])=O)=[N:4][C:5]([Cl:8])=[N:6][CH:7]=1.ON1C2C=CC=CC=2N=N1.Cl.C(N=C=NCCCN(C)C)C.[Cl:40][C:41]1[CH:46]=[CH:45][C:44]([C@@H:47]([NH2:49])[CH3:48])=[CH:43][CH:42]=1, predict the reaction product. The product is: [Br:1][C:2]1[C:3]([N:9]2[CH2:14][CH2:13][O:12][CH2:11][CH:10]2[C:15]([NH:49][C@H:47]([C:44]2[CH:45]=[CH:46][C:41]([Cl:40])=[CH:42][CH:43]=2)[CH3:48])=[O:17])=[N:4][C:5]([Cl:8])=[N:6][CH:7]=1. (6) Given the reactants [F:1][C@H:2]1[C@@H:7]([NH:8][C:9]([O:11][CH3:12])=[O:10])[CH2:6][CH2:5][N:4](C(OC(C)(C)C)=O)[CH2:3]1.C(O)(C(F)(F)F)=O, predict the reaction product. The product is: [CH3:12][O:11][C:9](=[O:10])[NH:8][C@H:7]1[CH2:6][CH2:5][NH:4][CH2:3][C@H:2]1[F:1]. (7) Given the reactants [N+:1]([C:4]1[CH:9]=[CH:8][N+:7]([O-])=[C:6]([C:11]([F:14])([F:13])[F:12])[CH:5]=1)([O-])=O.BrC1[CH:21]=[C:20](C(F)(F)F)[N:19]=[C:18](C)[CH:17]=1, predict the reaction product. The product is: [F:12][C:11]([F:14])([F:13])[C:6]1[CH:5]=[C:4]([N:1]2[CH2:21][CH2:20][NH:19][CH2:18][CH2:17]2)[CH:9]=[CH:8][N:7]=1. (8) Given the reactants [CH3:1][N:2]1[CH2:7][CH2:6][N:5]([C:8]2[CH:18]=[CH:17][C:11]([C:12]([O:14]CC)=[O:13])=[CH:10][CH:9]=2)[CH2:4][CH2:3]1.[OH-].[Na+].Cl, predict the reaction product. The product is: [CH3:1][N:2]1[CH2:3][CH2:4][N:5]([C:8]2[CH:18]=[CH:17][C:11]([C:12]([OH:14])=[O:13])=[CH:10][CH:9]=2)[CH2:6][CH2:7]1. (9) Given the reactants [N:1]([C:4]1[C:5]([F:19])=[C:6]([CH:11]2[CH2:15][N:14]([CH2:16]O)[C:13](=[O:18])[CH2:12]2)[CH:7]=[CH:8][C:9]=1[F:10])=[N+:2]=[N-:3].[NH:20]1[CH:24]=[CH:23][N:22]=[CH:21]1, predict the reaction product. The product is: [N:1]([C:4]1[C:5]([F:19])=[C:6]([CH:11]2[CH2:15][N:14]([CH2:16][N:20]3[CH:24]=[CH:23][N:22]=[CH:21]3)[C:13](=[O:18])[CH2:12]2)[CH:7]=[CH:8][C:9]=1[F:10])=[N+:2]=[N-:3]. (10) Given the reactants [N:1]1[C:10]2[C:5](=[CH:6][C:7]3[CH2:15][CH2:14][NH:13][CH2:12][CH2:11][C:8]=3[CH:9]=2)[CH:4]=[CH:3][CH:2]=1.[NH2:16][C:17]1[CH:33]=[CH:32][C:20]2[CH2:21][CH2:22][N:23]([C:26](=[O:31])[C:27]([F:30])([F:29])[F:28])[CH2:24][CH2:25][C:19]=2[CH:18]=1.S(=O)(=O)(O)[OH:35].II, predict the reaction product. The product is: [N:1]1[C:10]2[C:5](=[CH:6][C:7]3[CH2:15][CH2:14][NH:13][CH2:12][CH2:11][C:8]=3[CH:9]=2)[CH:4]=[CH:3][CH:2]=1.[F:29][C:27]([F:30])([F:28])[C:26]([N:23]1[CH2:24][CH2:25][C:19]2[CH:18]=[C:17]3[C:33]([CH:2]=[CH:3][C:4](=[O:35])[NH:16]3)=[CH:32][C:20]=2[CH2:21][CH2:22]1)=[O:31].